This data is from NCI-60 drug combinations with 297,098 pairs across 59 cell lines. The task is: Regression. Given two drug SMILES strings and cell line genomic features, predict the synergy score measuring deviation from expected non-interaction effect. (1) Drug 2: C1CCC(C(C1)N)N.C(=O)(C(=O)[O-])[O-].[Pt+4]. Drug 1: CC12CCC3C(C1CCC2O)C(CC4=C3C=CC(=C4)O)CCCCCCCCCS(=O)CCCC(C(F)(F)F)(F)F. Synergy scores: CSS=30.4, Synergy_ZIP=0.439, Synergy_Bliss=-0.910, Synergy_Loewe=-15.8, Synergy_HSA=-0.942. Cell line: SW-620. (2) Drug 1: COC1=C(C=C2C(=C1)N=CN=C2NC3=CC(=C(C=C3)F)Cl)OCCCN4CCOCC4. Drug 2: C1=NC2=C(N=C(N=C2N1C3C(C(C(O3)CO)O)F)Cl)N. Cell line: HL-60(TB). Synergy scores: CSS=90.5, Synergy_ZIP=13.1, Synergy_Bliss=12.8, Synergy_Loewe=7.76, Synergy_HSA=12.1. (3) Drug 1: CNC(=O)C1=NC=CC(=C1)OC2=CC=C(C=C2)NC(=O)NC3=CC(=C(C=C3)Cl)C(F)(F)F. Drug 2: C1=NNC2=C1C(=O)NC=N2. Cell line: T-47D. Synergy scores: CSS=13.9, Synergy_ZIP=-6.13, Synergy_Bliss=-5.13, Synergy_Loewe=-2.57, Synergy_HSA=-1.20. (4) Drug 2: CC(C)(C#N)C1=CC(=CC(=C1)CN2C=NC=N2)C(C)(C)C#N. Synergy scores: CSS=3.10, Synergy_ZIP=1.82, Synergy_Bliss=4.96, Synergy_Loewe=0.638, Synergy_HSA=-0.501. Drug 1: CN1C2=C(C=C(C=C2)N(CCCl)CCCl)N=C1CCCC(=O)O.Cl. Cell line: LOX IMVI. (5) Drug 1: CN(C)C1=NC(=NC(=N1)N(C)C)N(C)C. Drug 2: CN(CCCl)CCCl.Cl. Cell line: SW-620. Synergy scores: CSS=35.8, Synergy_ZIP=-5.03, Synergy_Bliss=0.435, Synergy_Loewe=-18.0, Synergy_HSA=-2.54.